From a dataset of Full USPTO retrosynthesis dataset with 1.9M reactions from patents (1976-2016). Predict the reactants needed to synthesize the given product. Given the product [F:44][C:45]1[CH:50]=[CH:49][CH:48]=[CH:47][C:46]=1[S:51][C:13]1[CH:14]=[CH:15][C:10]([N:8]2[CH:9]=[C:5]([NH:4][C:2]([NH2:1])=[O:3])[C:6]([C:17](=[O:18])[NH2:19])=[N:7]2)=[CH:11][CH:12]=1, predict the reactants needed to synthesize it. The reactants are: [NH2:1][C:2]([NH:4][C:5]1[C:6]([C:17]([NH2:19])=[O:18])=[N:7][N:8]([C:10]2[CH:15]=[CH:14][C:13](I)=[CH:12][CH:11]=2)[CH:9]=1)=[O:3].NC(NC1C(C(N)=O)=NN(C2C=CC(Br)=CC=2)C=1)=O.C([O-])(=O)C.[Cs+].[F:44][C:45]1[CH:50]=[CH:49][CH:48]=[CH:47][C:46]=1[SH:51].